From a dataset of Peptide-MHC class II binding affinity with 134,281 pairs from IEDB. Regression. Given a peptide amino acid sequence and an MHC pseudo amino acid sequence, predict their binding affinity value. This is MHC class II binding data. (1) The MHC is DRB1_0405 with pseudo-sequence DRB1_0405. The peptide sequence is SELYLYKVVKIEPLGVAP. The binding affinity (normalized) is 0.454. (2) The peptide sequence is QTSRLLMRRMRRPTG. The MHC is DRB1_0701 with pseudo-sequence DRB1_0701. The binding affinity (normalized) is 0.322. (3) The peptide sequence is LVAGPAGSYAADLGY. The MHC is HLA-DPA10103-DPB10201 with pseudo-sequence HLA-DPA10103-DPB10201. The binding affinity (normalized) is 0.234.